Dataset: Reaction yield outcomes from USPTO patents with 853,638 reactions. Task: Predict the reaction yield, written as a fraction of the theoretical maximum amount of product (1.0 means a 100% yield; for example, 0.34 means a 34% yield). (1) The reactants are [CH3:1][O:2][C:3]([NH:5][C@H:6]([C:10]([N:12]1[CH2:16][C@@H:15]([CH3:17])[CH2:14][C@H:13]1[C:18]1[NH:22][C:21]2[C:23]3[C:28]([CH:29]=[CH:30][C:20]=2[N:19]=1)=[CH:27][C:26]1[C:31]2[C:36]([CH2:37][O:38][C:25]=1[CH:24]=3)=[CH:35][C:34]([C:39]1[NH:43][C:42]([C@@H:44]3[CH2:48][C@H:47]([CH2:49][O:50][CH3:51])[CH2:46][N:45]3C(OC(C)(C)C)=O)=[N:41][CH:40]=1)=[CH:33][CH:32]=2)=[O:11])[CH:7]([CH3:9])[CH3:8])=[O:4].Cl.[CH3:60][O:61][C:62]([NH:64][C@H:65]([C:69]1[CH:74]=[CH:73][CH:72]=[CH:71][CH:70]=1)[C:66]([OH:68])=O)=[O:63].CCOC(C(C#N)=NOC(N1CCOCC1)=[N+](C)C)=O.F[P-](F)(F)(F)(F)F.CCN(C(C)C)C(C)C. The catalyst is C(Cl)Cl.CO.CCOC(C)=O.CN(C=O)C.CO. The product is [CH3:1][O:2][C:3]([NH:5][C@@H:6]([CH:7]([CH3:9])[CH3:8])[C:10]([N:12]1[CH2:16][C@@H:15]([CH3:17])[CH2:14][C@H:13]1[C:18]1[NH:22][C:21]2[C:23]3[C:28]([CH:29]=[CH:30][C:20]=2[N:19]=1)=[CH:27][C:26]1[C:31]2[C:36]([CH2:37][O:38][C:25]=1[CH:24]=3)=[CH:35][C:34]([C:39]1[NH:43][C:42]([C@@H:44]3[CH2:48][C@H:47]([CH2:49][O:50][CH3:51])[CH2:46][N:45]3[C:66](=[O:68])[C@H:65]([NH:64][C:62](=[O:63])[O:61][CH3:60])[C:69]3[CH:74]=[CH:73][CH:72]=[CH:71][CH:70]=3)=[N:41][CH:40]=1)=[CH:33][CH:32]=2)=[O:11])=[O:4]. The yield is 0.380. (2) The reactants are [CH3:1][O:2][C:3](=[O:23])[CH2:4][C@@H:5]1[C:17]2[NH:16][C:15]3[C:10](=[CH:11][C:12]([F:22])=[CH:13][C:14]=3[S:18]([CH3:21])(=[O:20])=[O:19])[C:9]=2[CH2:8][CH2:7][CH2:6]1.C1(P(C2C=CC=CC=2)C2C=CC=CC=2)C=CC=CC=1.[F:43][C:44]([F:55])([F:54])[C:45]1[CH:50]=[CH:49][C:48]([C@H:51](O)[CH3:52])=[CH:47][CH:46]=1.N(C(OC(C)(C)C)=O)=NC(OC(C)(C)C)=O. The catalyst is C1COCC1. The product is [CH3:1][O:2][C:3](=[O:23])[CH2:4][C@@H:5]1[C:17]2[N:16]([C@H:51]([C:48]3[CH:47]=[CH:46][C:45]([C:44]([F:43])([F:54])[F:55])=[CH:50][CH:49]=3)[CH3:52])[C:15]3[C:10](=[CH:11][C:12]([F:22])=[CH:13][C:14]=3[S:18]([CH3:21])(=[O:20])=[O:19])[C:9]=2[CH2:8][CH2:7][CH2:6]1. The yield is -0.900. (3) The reactants are I[CH2:2][CH2:3][C:4]1[CH:5]=[C:6]([CH:19]=[CH:20][CH:21]=1)[CH2:7][CH:8]1[C:12](=[O:13])[CH:11]=[C:10]([O:14][CH2:15][CH:16]([CH3:18])[CH3:17])[CH2:9]1.[N-:22]=[N+:23]=[N-:24].[Na+]. The catalyst is CN(C)C=O.O. The product is [N:22]([CH2:2][CH2:3][C:4]1[CH:5]=[C:6]([CH:19]=[CH:20][CH:21]=1)[CH2:7][CH:8]1[C:12](=[O:13])[CH:11]=[C:10]([O:14][CH2:15][CH:16]([CH3:18])[CH3:17])[CH2:9]1)=[N+:23]=[N-:24]. The yield is 0.760. (4) The reactants are [NH:1]1[CH:5]=[CH:4][N:3]=[CH:2]1.[Br:6][CH2:7][CH2:8][CH2:9]Br.[H-].[Na+]. The catalyst is C1COCC1. The product is [Br:6][CH2:7][CH2:8][CH2:9][N:1]1[CH:5]=[CH:4][N:3]=[CH:2]1. The yield is 0.300. (5) The reactants are C(OC(C=[CH:7][C:8]1[CH:13]=[CH:12][C:11]([CH2:14][C:15]([OH:17])=[O:16])=[CH:10][CH:9]=1)=O)C.I([O-])(=O)(=O)=[O:19].[Na+].CN1CCOCC1. The catalyst is O1CCOCC1.O.[Os](=O)(=O)(=O)=O. The product is [CH:7]([C:8]1[CH:13]=[CH:12][C:11]([CH2:14][C:15]([OH:17])=[O:16])=[CH:10][CH:9]=1)=[O:19]. The yield is 0.380. (6) The reactants are [H-].[Na+].COP([CH2:9][C:10]([O:12][CH3:13])=[O:11])(OC)=O.[CH3:14][C:15]1[C:20]([CH:21]=O)=[CH:19][CH:18]=[CH:17][N:16]=1. The catalyst is O1CCCC1. The product is [CH3:14][C:15]1[C:20](/[CH:21]=[CH:9]/[C:10]([O:12][CH3:13])=[O:11])=[CH:19][CH:18]=[CH:17][N:16]=1. The yield is 0.750. (7) The reactants are Br([O-])(=O)=[O:2].[Na+].[CH2:6]([OH:13])[C:7]1[CH:12]=[CH:11][CH:10]=[CH:9][CH:8]=1. The catalyst is C(#N)C.O. The product is [C:6]([OH:2])(=[O:13])[C:7]1[CH:12]=[CH:11][CH:10]=[CH:9][CH:8]=1. The yield is 0.900. (8) The reactants are [CH3:1][O:2][C:3]1[CH:10]=[CH:9][CH:8]=[C:7]([CH3:11])[C:4]=1[CH2:5]O.C(N(CC)CC)C.CS(Cl)(=O)=O.[C:24]1(=[O:34])[NH:28][C:27](=[O:29])[C:26]2=[CH:30][CH:31]=[CH:32][CH:33]=[C:25]12.[K]. The catalyst is C(Cl)Cl.CN(C=O)C.CCOC(C)=O.[Cl-].[Na+].O.O. The product is [CH3:1][O:2][C:3]1[CH:10]=[CH:9][CH:8]=[C:7]([CH3:11])[C:4]=1[CH2:5][C:33]1[CH:32]=[CH:31][CH:30]=[C:26]2[C:27]([NH:28][C:24](=[O:34])[C:25]=12)=[O:29]. The yield is 0.660. (9) The reactants are [F:1][C:2]1[C:7]([F:8])=[CH:6][N:5]=[C:4]2[NH:9][CH:10]=[C:11]([N+:12]([O-])=O)[C:3]=12.[OH-].[Na+]. The catalyst is Cl. The product is [F:1][C:2]1[C:7]([F:8])=[CH:6][N:5]=[C:4]2[NH:9][CH:10]=[C:11]([NH2:12])[C:3]=12. The yield is 0.810. (10) The reactants are P(Cl)(Cl)(Cl)(Cl)[Cl:2].[CH3:7][C:8]([CH3:16])([C:13](=O)[CH3:14])[C:9]([O:11][CH3:12])=[O:10]. The catalyst is C(Cl)Cl.CN(C=O)C. The product is [Cl:2][C:13](=[CH2:14])[C:8]([CH3:16])([CH3:7])[C:9]([O:11][CH3:12])=[O:10]. The yield is 0.230.